Dataset: Catalyst prediction with 721,799 reactions and 888 catalyst types from USPTO. Task: Predict which catalyst facilitates the given reaction. (1) Reactant: Br[C:2]1[CH:8]=[CH:7][C:5]([NH2:6])=[CH:4][C:3]=1[Cl:9].[Cl:10][C:11]1[CH:16]=[C:15]([Cl:17])[CH:14]=[CH:13][C:12]=1B(O)O.C([O-])([O-])=O.[K+].[K+].O. Product: [Cl:9][C:3]1[CH:4]=[C:5]([NH2:6])[CH:7]=[CH:8][C:2]=1[C:14]1[CH:13]=[CH:12][C:11]([Cl:10])=[CH:16][C:15]=1[Cl:17]. The catalyst class is: 800. (2) Reactant: [C:1]([O:5][C:6](=[O:12])[C@H:7]([CH:9]([CH3:11])[CH3:10])[NH2:8])([CH3:4])([CH3:3])[CH3:2].C(N(C(C)C)CC)(C)C.[N+:22]([C:25]1[CH:26]=[CH:27][C:28]2[O:32][C:31]3[CH:33]=[C:34]([S:37](Cl)(=[O:39])=[O:38])[CH:35]=[CH:36][C:30]=3[C:29]=2[CH:41]=1)([O-:24])=[O:23]. Product: [CH3:11][CH:9]([CH3:10])[C@H:7]([NH:8][S:37]([C:34]1[CH:35]=[CH:36][C:30]2[C:29]3[CH:41]=[C:25]([N+:22]([O-:24])=[O:23])[CH:26]=[CH:27][C:28]=3[O:32][C:31]=2[CH:33]=1)(=[O:38])=[O:39])[C:6]([O:5][C:1]([CH3:4])([CH3:3])[CH3:2])=[O:12]. The catalyst class is: 2. (3) Reactant: [CH3:1][C:2]1[CH:8]=[C:7]([C:9]([F:21])([C:14]([F:20])([F:19])[C:15]([F:18])([F:17])[F:16])[C:10]([F:13])([F:12])[F:11])[CH:6]=[C:5]([CH3:22])[C:3]=1N.[N:23]1C=CC=CC=1.O1CCCC1.[Cl:34][C:35]([Cl:51])([Cl:50])[CH2:36][O:37][C:38]([NH:40][C:41]1[CH:42]=[C:43]([CH:47]=[CH:48][CH:49]=1)[C:44](Cl)=[O:45])=[O:39]. Product: [CH3:22][C:5]1[CH:6]=[C:7]([C:9]([F:21])([C:14]([F:19])([F:20])[C:15]([F:16])([F:17])[F:18])[C:10]([F:11])([F:12])[F:13])[CH:8]=[C:2]([CH3:1])[C:3]=1[C:42]1[C:41]([NH:40][C:38]([O:37][CH2:36][C:35]([Cl:51])([Cl:50])[Cl:34])=[O:39])=[CH:49][CH:48]=[CH:47][C:43]=1[C:44]([NH2:23])=[O:45]. The catalyst class is: 69. (4) The catalyst class is: 81. Reactant: [CH2:1]([CH:7]=[CH:8][O:9][CH2:10][CH3:11])[CH2:2][CH2:3][CH2:4][CH2:5][CH3:6].CO.N(C(C)(C)C(OC)=O)=NC(C)(C)C(OC)=[O:18]. Product: [CH:10]([O:9][CH2:8][CH2:7][CH2:1][CH2:2][OH:18])=[CH2:11].[CH2:1]([CH:7]=[CH:8][O:9][CH2:10][CH3:11])[CH2:2][CH2:3][CH2:4][CH2:5][CH3:6]. (5) Reactant: Cl.Cl.[NH2:3][CH2:4][C:5]1[CH:26]=[CH:25][C:8]([C:9]([N:11]([CH2:18][C:19]2[CH:24]=[CH:23][CH:22]=[CH:21][CH:20]=2)[N:12]2[CH2:17][CH2:16][O:15][CH2:14][CH2:13]2)=[O:10])=[CH:7][CH:6]=1.[CH:27](=O)[C:28]1[CH:33]=[CH:32][CH:31]=[CH:30][CH:29]=1.C(N(CC)CC)C.C([O-])(O)=O.[Na+]. Product: [CH2:18]([N:11]([N:12]1[CH2:17][CH2:16][O:15][CH2:14][CH2:13]1)[C:9](=[O:10])[C:8]1[CH:7]=[CH:6][C:5]([CH:4]=[N:3][CH2:27][C:28]2[CH:33]=[CH:32][CH:31]=[CH:30][CH:29]=2)=[CH:26][CH:25]=1)[C:19]1[CH:20]=[CH:21][CH:22]=[CH:23][CH:24]=1. The catalyst class is: 478. (6) Reactant: [C:1]([O:5][C:6]([N:8]1[CH2:13][CH2:12][CH2:11][C@@H:10]([OH:14])[CH2:9]1)=[O:7])([CH3:4])([CH3:3])[CH3:2].[Li+].C[Si]([N-][Si](C)(C)C)(C)C.F[C:26]1[CH:31]=[C:30]([F:32])[CH:29]=[CH:28][C:27]=1[N+:33]([O-:35])=[O:34]. Product: [C:1]([O:5][C:6]([N:8]1[CH2:13][CH2:12][CH2:11][C@@H:10]([O:14][C:26]2[CH:31]=[C:30]([F:32])[CH:29]=[CH:28][C:27]=2[N+:33]([O-:35])=[O:34])[CH2:9]1)=[O:7])([CH3:4])([CH3:2])[CH3:3]. The catalyst class is: 1.